This data is from NCI-60 drug combinations with 297,098 pairs across 59 cell lines. The task is: Regression. Given two drug SMILES strings and cell line genomic features, predict the synergy score measuring deviation from expected non-interaction effect. (1) Drug 1: C1=NC2=C(N1)C(=S)N=C(N2)N. Cell line: SK-MEL-5. Drug 2: COC1=NC(=NC2=C1N=CN2C3C(C(C(O3)CO)O)O)N. Synergy scores: CSS=40.7, Synergy_ZIP=2.52, Synergy_Bliss=3.63, Synergy_Loewe=-23.9, Synergy_HSA=-0.793. (2) Drug 1: CC1C(C(CC(O1)OC2CC(CC3=C2C(=C4C(=C3O)C(=O)C5=C(C4=O)C(=CC=C5)OC)O)(C(=O)C)O)N)O.Cl. Drug 2: CN(C)N=NC1=C(NC=N1)C(=O)N. Cell line: SF-295. Synergy scores: CSS=20.9, Synergy_ZIP=-3.38, Synergy_Bliss=-3.84, Synergy_Loewe=-7.49, Synergy_HSA=-1.19. (3) Drug 1: CC1=C(C=C(C=C1)NC2=NC=CC(=N2)N(C)C3=CC4=NN(C(=C4C=C3)C)C)S(=O)(=O)N.Cl. Drug 2: CN(CC1=CN=C2C(=N1)C(=NC(=N2)N)N)C3=CC=C(C=C3)C(=O)NC(CCC(=O)O)C(=O)O. Cell line: HCC-2998. Synergy scores: CSS=19.6, Synergy_ZIP=4.31, Synergy_Bliss=3.56, Synergy_Loewe=-29.4, Synergy_HSA=-5.76. (4) Drug 1: CC1=C2C(C(=O)C3(C(CC4C(C3C(C(C2(C)C)(CC1OC(=O)C(C(C5=CC=CC=C5)NC(=O)OC(C)(C)C)O)O)OC(=O)C6=CC=CC=C6)(CO4)OC(=O)C)OC)C)OC. Drug 2: C(CCl)NC(=O)N(CCCl)N=O. Cell line: SK-MEL-28. Synergy scores: CSS=28.5, Synergy_ZIP=2.89, Synergy_Bliss=2.14, Synergy_Loewe=-14.2, Synergy_HSA=1.71. (5) Drug 2: C1=CC(=CC=C1CCC2=CNC3=C2C(=O)NC(=N3)N)C(=O)NC(CCC(=O)O)C(=O)O. Cell line: SF-539. Synergy scores: CSS=49.1, Synergy_ZIP=-6.50, Synergy_Bliss=-9.51, Synergy_Loewe=-5.76, Synergy_HSA=-2.08. Drug 1: CC1=C2C(C(=O)C3(C(CC4C(C3C(C(C2(C)C)(CC1OC(=O)C(C(C5=CC=CC=C5)NC(=O)OC(C)(C)C)O)O)OC(=O)C6=CC=CC=C6)(CO4)OC(=O)C)OC)C)OC.